Dataset: Catalyst prediction with 721,799 reactions and 888 catalyst types from USPTO. Task: Predict which catalyst facilitates the given reaction. (1) Reactant: [CH3:1][C:2]1[CH:3]=[CH:4][C:5]([C:8]2[CH:9]=[C:10]([CH:18]=[C:19]([CH:21]([OH:26])[C:22]([F:25])([F:24])[F:23])[CH:20]=2)[C:11]([O:13]C(C)(C)C)=[O:12])=[N:6][CH:7]=1.Cl. Product: [CH3:1][C:2]1[CH:3]=[CH:4][C:5]([C:8]2[CH:9]=[C:10]([CH:18]=[C:19]([CH:21]([OH:26])[C:22]([F:25])([F:23])[F:24])[CH:20]=2)[C:11]([OH:13])=[O:12])=[N:6][CH:7]=1. The catalyst class is: 4. (2) Reactant: [F:1][C:2]1[CH:7]=[CH:6][CH:5]=[C:4]([F:8])[C:3]=1[C:9]1[N:14]=[CH:13][C:12](=O)[NH:11][N:10]=1.O=P(Cl)(Cl)[Cl:18].C(N(CC)CC)C. Product: [Cl:18][C:12]1[N:11]=[N:10][C:9]([C:3]2[C:2]([F:1])=[CH:7][CH:6]=[CH:5][C:4]=2[F:8])=[N:14][CH:13]=1. The catalyst class is: 12.